Dataset: Reaction yield outcomes from USPTO patents with 853,638 reactions. Task: Predict the reaction yield, written as a fraction of the theoretical maximum amount of product (1.0 means a 100% yield; for example, 0.34 means a 34% yield). (1) The yield is 0.600. The catalyst is C1C=CC([P]([Pd]([P](C2C=CC=CC=2)(C2C=CC=CC=2)C2C=CC=CC=2)([P](C2C=CC=CC=2)(C2C=CC=CC=2)C2C=CC=CC=2)[P](C2C=CC=CC=2)(C2C=CC=CC=2)C2C=CC=CC=2)(C2C=CC=CC=2)C2C=CC=CC=2)=CC=1.O1CCOCC1. The reactants are [Br:1][C:2]1[C:10]2[S:9][N:8]=[N:7][C:6]=2[CH:5]=[C:4](I)[CH:3]=1.[CH3:12][Zn]C. The product is [Br:1][C:2]1[C:10]2[S:9][N:8]=[N:7][C:6]=2[CH:5]=[C:4]([CH3:12])[CH:3]=1. (2) The reactants are C1(OC2C=CC=CC=2)C=CC=CC=1.[C:14]([C:16]1[CH:21]=[CH:20][C:19]([NH:22][CH:23]=[C:24]([C:30]([O:32][CH2:33][CH3:34])=[O:31])[C:25]([O:27]CC)=O)=[CH:18][CH:17]=1)#[N:15]. The catalyst is CCCCCC. The product is [CH2:33]([O:32][C:30]([C:24]1[CH:23]=[N:22][C:19]2[C:18]([C:25]=1[OH:27])=[CH:17][C:16]([C:14]#[N:15])=[CH:21][CH:20]=2)=[O:31])[CH3:34]. The yield is 0.940. (3) The reactants are [BH4-].[Na+].Cl[C:4]1([C:8]([O:10][C:11]([CH3:14])([CH3:13])[CH3:12])=[O:9])[CH2:6][CH:5]1[F:7].O.Cl. The catalyst is CN1C(=O)CCC1.O.O.O.O.O.O.[Co](Cl)Cl.C1(C)C=CC=CC=1. The product is [F:7][CH:5]1[CH2:6][CH:4]1[C:8]([O:10][C:11]([CH3:14])([CH3:13])[CH3:12])=[O:9]. The yield is 0.980. (4) The reactants are Br[C:2]1[C:3]([C:16]2[CH:21]=[CH:20][CH:19]=[CH:18][CH:17]=2)=[N:4][C:5]2[C:10]([N:11]=1)=[CH:9][C:8]([C:12]([O:14][CH3:15])=[O:13])=[CH:7][CH:6]=2.[CH3:22][O:23][C:24]1[CH:29]=[CH:28][C:27]([N:30]2[CH2:35][CH2:34][NH:33][CH2:32][CH2:31]2)=[CH:26][CH:25]=1.CCN(C(C)C)C(C)C. The catalyst is CN(C=O)C. The product is [CH3:22][O:23][C:24]1[CH:25]=[CH:26][C:27]([N:30]2[CH2:35][CH2:34][N:33]([C:2]3[C:3]([C:16]4[CH:21]=[CH:20][CH:19]=[CH:18][CH:17]=4)=[N:4][C:5]4[C:10]([N:11]=3)=[CH:9][C:8]([C:12]([O:14][CH3:15])=[O:13])=[CH:7][CH:6]=4)[CH2:32][CH2:31]2)=[CH:28][CH:29]=1. The yield is 0.420. (5) The reactants are [CH2:1]([NH:4][C:5]([C:7]1([C:10](OCC)=[O:11])[CH2:9][CH2:8]1)=[O:6])[CH2:2][CH3:3].[BH4-].[Na+]. The catalyst is CCO. The product is [OH:11][CH2:10][C:7]1([C:5]([NH:4][CH2:1][CH2:2][CH3:3])=[O:6])[CH2:8][CH2:9]1. The yield is 0.880. (6) The reactants are Br[C:2]1[CH:3]=[C:4]2[CH:10]=[CH:9][NH:8][C:5]2=[N:6][CH:7]=1.[C:11]1(=[O:17])[CH2:16][CH2:15][CH2:14][CH2:13][CH2:12]1.O[C:19]1[CH:20]=[C:21](B(O)O)[CH:22]=[CH:23][CH:24]=1.C(=O)([O-])[O-].[Na+].[Na+]. The catalyst is CO.O.Cl[Pd-2](Cl)(P(C1C=CC=CC=1)(C1C=CC=CC=1)C1C=CC=CC=1)P(C1C=CC=CC=1)(C1C=CC=CC=1)C1C=CC=CC=1.C(#N)C. The product is [C:19]1([C:10]2[C:4]3[C:5](=[N:6][CH:7]=[C:2]([C:13]4[CH:12]=[C:11]([OH:17])[CH:16]=[CH:15][CH:14]=4)[CH:3]=3)[NH:8][CH:9]=2)[CH2:20][CH2:21][CH2:22][CH2:23][CH:24]=1. The yield is 0.120.